Dataset: Forward reaction prediction with 1.9M reactions from USPTO patents (1976-2016). Task: Predict the product of the given reaction. (1) Given the reactants [CH:1]([C:4]1[N:5]=[C:6]2[C:11]([C:12]([F:15])([F:14])[F:13])=[CH:10][CH:9]=[CH:8][N:7]2[C:16]=1[C:17]1[CH:18]=[C:19]([OH:23])[CH:20]=[CH:21][CH:22]=1)([CH3:3])[CH3:2].Br[CH2:25][C:26]1[CH:31]=[CH:30][CH:29]=[C:28]([S:32]([CH3:35])(=[O:34])=[O:33])[CH:27]=1.C(=O)([O-])[O-].[Cs+].[Cs+].O, predict the reaction product. The product is: [CH:1]([C:4]1[N:5]=[C:6]2[C:11]([C:12]([F:15])([F:14])[F:13])=[CH:10][CH:9]=[CH:8][N:7]2[C:16]=1[C:17]1[CH:22]=[CH:21][CH:20]=[C:19]([O:23][CH2:25][C:26]2[CH:31]=[CH:30][CH:29]=[C:28]([S:32]([CH3:35])(=[O:34])=[O:33])[CH:27]=2)[CH:18]=1)([CH3:3])[CH3:2]. (2) Given the reactants [CH3:1][O:2][C:3]1[CH:4]=[C:5]2[O:9][C:8]([C:10]3[N:11]=[C:12]4[N:16]([CH:17]=3)[N:15]=[C:14]([O:18][CH3:19])[S:13]4)=[CH:7][C:6]2=[C:20]([OH:22])[CH:21]=1.[Br:23][C:24]1[CH:29]=[CH:28][C:27]([C:30]2([C:36]3[S:37][CH:38]=[C:39]([CH2:41]O)[N:40]=3)[CH2:35][CH2:34][O:33][CH2:32][CH2:31]2)=[CH:26][CH:25]=1.C(P(CCCC)CCCC)CCC.C1CCN(C(N=NC(N2CCCCC2)=O)=O)CC1, predict the reaction product. The product is: [Br:23][C:24]1[CH:29]=[CH:28][C:27]([C:30]2([C:36]3[S:37][CH:38]=[C:39]([CH2:41][O:22][C:20]4[C:6]5[CH:7]=[C:8]([C:10]6[N:11]=[C:12]7[N:16]([CH:17]=6)[N:15]=[C:14]([O:18][CH3:19])[S:13]7)[O:9][C:5]=5[CH:4]=[C:3]([O:2][CH3:1])[CH:21]=4)[N:40]=3)[CH2:35][CH2:34][O:33][CH2:32][CH2:31]2)=[CH:26][CH:25]=1. (3) Given the reactants Cl[C:2]1[C:11]2[C:6](=[CH:7][C:8]([N:13]3[CH2:18][CH2:17][O:16][CH2:15][CH2:14]3)=[C:9]([F:12])[CH:10]=2)[N:5]=[C:4]([CH:19]=[CH:20][C:21]2[O:22][C:23]([N+:26]([O-:28])=[O:27])=[CH:24][CH:25]=2)[N:3]=1.[CH3:29][S:30]([C:33]1[CH:39]=[CH:38][C:36]([NH2:37])=[CH:35][CH:34]=1)(=[O:32])=[O:31], predict the reaction product. The product is: [F:12][C:9]1[CH:10]=[C:11]2[C:6](=[CH:7][C:8]=1[N:13]1[CH2:18][CH2:17][O:16][CH2:15][CH2:14]1)[N:5]=[C:4](/[CH:19]=[CH:20]/[C:21]1[O:22][C:23]([N+:26]([O-:28])=[O:27])=[CH:24][CH:25]=1)[N:3]=[C:2]2[NH:37][C:36]1[CH:35]=[CH:34][C:33]([S:30]([CH3:29])(=[O:32])=[O:31])=[CH:39][CH:38]=1.